This data is from Catalyst prediction with 721,799 reactions and 888 catalyst types from USPTO. The task is: Predict which catalyst facilitates the given reaction. (1) Reactant: [F:1][C:2]([F:19])([F:18])[C:3]([C:5]1[CH:10]=[CH:9][CH:8]=[C:7]([CH:11]2[CH2:16][CH2:15][NH:14][CH2:13][CH2:12]2)[C:6]=1[F:17])=[O:4].C(=O)([O-])[O-].[K+].[K+].Br[CH2:27][CH2:28][O:29][CH3:30].CS(OC1C=CC=C(C2CCNCC2)C=1F)(=O)=O. Product: [F:19][C:2]([F:1])([F:18])[C:3]([C:5]1[CH:10]=[CH:9][CH:8]=[C:7]([CH:11]2[CH2:16][CH2:15][N:14]([CH2:27][CH2:28][O:29][CH3:30])[CH2:13][CH2:12]2)[C:6]=1[F:17])=[O:4]. The catalyst class is: 10. (2) Reactant: [N+:1]([C:4]1[CH:5]=[C:6]([CH:15]2OCC[O:16]2)[CH:7]=[CH:8][C:9]=1[C:10]1[S:11][CH:12]=[CH:13][CH:14]=1)([O-:3])=[O:2].O. Product: [N+:1]([C:4]1[CH:5]=[C:6]([CH:7]=[CH:8][C:9]=1[C:10]1[S:11][CH:12]=[CH:13][CH:14]=1)[CH:15]=[O:16])([O-:3])=[O:2]. The catalyst class is: 1. (3) Reactant: [CH3:1][NH:2][C:3](=[O:15])[C@H:4]([C:6]([CH3:14])([CH3:13])[C:7]1[CH:12]=[CH:11][CH:10]=[CH:9][CH:8]=1)[NH2:5].[C:24](O[C:24]([O:26][C:27]([CH3:30])([CH3:29])[CH3:28])=[O:25])([O:26][C:27]([CH3:30])([CH3:29])[CH3:28])=[O:25]. Product: [C:27]([O:26][C:24]([N:2]([CH3:1])[C:3](=[O:15])[C@H:4]([C:6]([CH3:14])([CH3:13])[C:7]1[CH:12]=[CH:11][CH:10]=[CH:9][CH:8]=1)[NH2:5])=[O:25])([CH3:28])([CH3:29])[CH3:30]. The catalyst class is: 10. (4) Reactant: [ClH:1].[C:2](=[NH:12])(OCC)[C:3]1[CH:8]=[CH:7][CH:6]=[CH:5][CH:4]=1.N1C=CC=CC=1.[O:19]1[C:23]([C:24]2[CH:29]=[CH:28][C:27]([NH:30][NH2:31])=[CH:26][CH:25]=2)=[CH:22][N:21]=[CH:20]1. Product: [ClH:1].[O:19]1[C:23]([C:24]2[CH:25]=[CH:26][C:27]([NH:30][N:31]=[C:2]([NH2:12])[C:3]3[CH:8]=[CH:7][CH:6]=[CH:5][CH:4]=3)=[CH:28][CH:29]=2)=[CH:22][N:21]=[CH:20]1. The catalyst class is: 27. (5) Reactant: [CH2:1]1[C:6]2([CH2:11][CH2:10][CH2:9][CH2:8][CH2:7]2)[CH2:5][CH2:4][N:3]([C:12]([NH:14][C@@H:15]([CH2:19][C:20]([F:23])([F:22])[CH3:21])[C:16](O)=[O:17])=[O:13])[CH2:2]1.ON1[C:29]2[N:30]=C[CH:32]=[CH:33][C:28]=2[N:27]=N1.CCN=C=NCCCN(C)C.C(N1CCOCC1)C. Product: [C:29]([C:28]1([NH:27][C:16]([C@@H:15]([NH:14][C:12]([N:3]2[CH2:2][CH2:1][C:6]3([CH2:11][CH2:10][CH2:9][CH2:8][CH2:7]3)[CH2:5][CH2:4]2)=[O:13])[CH2:19][C:20]([F:22])([F:23])[CH3:21])=[O:17])[CH2:32][CH2:33]1)#[N:30]. The catalyst class is: 118. (6) Reactant: C(OC(=O)[NH:7][CH2:8][CH2:9][CH2:10][N:11]([CH:21]([C:24]1[N:25]([CH2:35][C:36]2[CH:41]=[CH:40][CH:39]=[CH:38][CH:37]=2)[C:26](=[O:34])[C:27]2[C:32]([CH3:33])=[N:31][O:30][C:28]=2[N:29]=1)[CH2:22][CH3:23])[C:12](=[O:20])[C:13]1[CH:18]=[CH:17][C:16]([CH3:19])=[CH:15][CH:14]=1)(C)(C)C.[SiH](CC)(CC)CC.C(O)(C(F)(F)F)=O. Product: [NH2:7][CH2:8][CH2:9][CH2:10][N:11]([CH:21]([C:24]1[N:25]([CH2:35][C:36]2[CH:37]=[CH:38][CH:39]=[CH:40][CH:41]=2)[C:26](=[O:34])[C:27]2[C:32]([CH3:33])=[N:31][O:30][C:28]=2[N:29]=1)[CH2:22][CH3:23])[C:12](=[O:20])[C:13]1[CH:18]=[CH:17][C:16]([CH3:19])=[CH:15][CH:14]=1. The catalyst class is: 2. (7) Reactant: [H-].[Na+].[Br:3][C:4]1[CH:9]=[CH:8][C:7]([C:10]2[C:11]([NH:20][S:21](=[O:28])(=[O:27])[NH:22][CH2:23][CH2:24][O:25][CH3:26])=[N:12][CH:13]=[N:14][C:15]=2[O:16][CH2:17][CH2:18][OH:19])=[CH:6][CH:5]=1.[Br:29][C:30]1[CH:31]=[N:32][C:33](Cl)=[N:34][CH:35]=1. Product: [Br:3][C:4]1[CH:9]=[CH:8][C:7]([C:10]2[C:11]([NH:20][S:21](=[O:27])(=[O:28])[NH:22][CH2:23][CH2:24][O:25][CH3:26])=[N:12][CH:13]=[N:14][C:15]=2[O:16][CH2:17][CH2:18][O:19][C:33]2[N:34]=[CH:35][C:30]([Br:29])=[CH:31][N:32]=2)=[CH:6][CH:5]=1. The catalyst class is: 499.